This data is from Catalyst prediction with 721,799 reactions and 888 catalyst types from USPTO. The task is: Predict which catalyst facilitates the given reaction. Reactant: COC1C=CC(C[O:8][C:9]2[C:10]([C:18]3[CH:23]=[CH:22][C:21]([N:24]4[CH2:29][CH2:28][CH2:27][CH2:26][C:25]4=[O:30])=[CH:20][CH:19]=3)=[N:11][N:12]([CH3:17])[C:13]=2[C:14](O)=O)=CC=1.[NH2:33][C:34]1[CH:35]=[C:36]([CH:39]=[CH:40][C:41]=1[NH2:42])[C:37]#[N:38].CN(C(ON1N=NC2C=CC=NC1=2)=[N+](C)C)C.F[P-](F)(F)(F)(F)F.C(N(C(C)C)CC)(C)C. Product: [OH:8][C:9]1[C:10]([C:18]2[CH:23]=[CH:22][C:21]([N:24]3[CH2:29][CH2:28][CH2:27][CH2:26][C:25]3=[O:30])=[CH:20][CH:19]=2)=[N:11][N:12]([CH3:17])[C:13]=1[C:14]1[NH:42][C:41]2[CH:40]=[CH:39][C:36]([C:37]#[N:38])=[CH:35][C:34]=2[N:33]=1. The catalyst class is: 42.